Dataset: Reaction yield outcomes from USPTO patents with 853,638 reactions. Task: Predict the reaction yield, written as a fraction of the theoretical maximum amount of product (1.0 means a 100% yield; for example, 0.34 means a 34% yield). (1) The reactants are C(N1C(C2CN(C)C2)=CC(C2C=C(C(F)(F)F)C(N)=NC=2)=N1)(C)C.I[C:26]1[CH:30]=[C:29]([CH:31]2[CH2:34][N:33]([C:35](=[O:37])[CH3:36])[CH2:32]2)[N:28]([CH3:38])[N:27]=1.IC1N(C)N=C(C2CN(C(=O)C)C2)C=1.[F:53][C:54]([F:74])([F:73])[C:55]1[C:63]2[C:58](=[N:59][CH:60]=[C:61](B3OC(C)(C)C(C)(C)O3)[CH:62]=2)[NH:57][CH:56]=1. No catalyst specified. The product is [CH3:38][N:28]1[C:29]([CH:31]2[CH2:34][N:33]([C:35](=[O:37])[CH3:36])[CH2:32]2)=[CH:30][C:26]([C:61]2[CH:62]=[C:63]3[C:55]([C:54]([F:73])([F:74])[F:53])=[CH:56][NH:57][C:58]3=[N:59][CH:60]=2)=[N:27]1. The yield is 0.0400. (2) The yield is 0.740. The catalyst is C1COCC1.O. The product is [OH:12][C:6]1([CH2:5][CH:4]([NH:13][S:14]([C:17]2[CH:23]=[CH:22][C:20]([CH3:21])=[CH:19][CH:18]=2)(=[O:16])=[O:15])[CH2:3][N:2]([CH3:1])[C:30](=[O:39])[O:32][CH2:33][CH2:34][Si:35]([CH3:36])([CH3:37])[CH3:38])[CH2:11][CH2:10][CH2:9][CH2:8][CH2:7]1. The reactants are [CH3:1][NH:2][CH2:3][CH:4]([NH:13][S:14]([C:17]1[CH:23]=[CH:22][C:20]([CH3:21])=[CH:19][CH:18]=1)(=[O:16])=[O:15])[CH2:5][C:6]1([OH:12])[CH2:11][CH2:10][CH2:9][CH2:8][CH2:7]1.C([O-])([O-])=O.[K+].[K+].[C:30]([O:39]N1C(=O)CCC1=O)([O:32][CH2:33][CH2:34][Si:35]([CH3:38])([CH3:37])[CH3:36])=O. (3) The reactants are [NH2:1][CH2:2][C:3]1[CH:10]=[CH:9][C:6]([CH2:7][OH:8])=[CH:5][CH:4]=1.[N:11]1[CH:16]=[CH:15][CH:14]=[CH:13][C:12]=1[C:17](O)=[O:18].ON1C2C=CC=CC=2N=N1.C(N(CC)C(C)C)(C)C.Cl.CN(C)CCCN=C=NCC. The catalyst is CN(C=O)C. The product is [OH:8][CH2:7][C:6]1[CH:9]=[CH:10][C:3]([CH2:2][NH:1][C:17]([C:12]2[CH:13]=[CH:14][CH:15]=[CH:16][N:11]=2)=[O:18])=[CH:4][CH:5]=1. The yield is 0.950.